Dataset: NCI-60 drug combinations with 297,098 pairs across 59 cell lines. Task: Regression. Given two drug SMILES strings and cell line genomic features, predict the synergy score measuring deviation from expected non-interaction effect. (1) Drug 1: CNC(=O)C1=CC=CC=C1SC2=CC3=C(C=C2)C(=NN3)C=CC4=CC=CC=N4. Drug 2: C1=CC(=CC=C1C#N)C(C2=CC=C(C=C2)C#N)N3C=NC=N3. Cell line: RPMI-8226. Synergy scores: CSS=-13.3, Synergy_ZIP=4.69, Synergy_Bliss=-2.72, Synergy_Loewe=-6.96, Synergy_HSA=-8.50. (2) Drug 1: COC1=NC(=NC2=C1N=CN2C3C(C(C(O3)CO)O)O)N. Drug 2: CC(C)NC(=O)C1=CC=C(C=C1)CNNC.Cl. Cell line: UACC-257. Synergy scores: CSS=-3.08, Synergy_ZIP=1.06, Synergy_Bliss=0.760, Synergy_Loewe=-4.04, Synergy_HSA=-3.11. (3) Drug 1: CC1=C2C(C(=O)C3(C(CC4C(C3C(C(C2(C)C)(CC1OC(=O)C(C(C5=CC=CC=C5)NC(=O)OC(C)(C)C)O)O)OC(=O)C6=CC=CC=C6)(CO4)OC(=O)C)O)C)O. Drug 2: C(CC(=O)O)C(=O)CN.Cl. Cell line: IGROV1. Synergy scores: CSS=14.3, Synergy_ZIP=-3.51, Synergy_Bliss=-2.10, Synergy_Loewe=-10.4, Synergy_HSA=-2.68. (4) Drug 1: C1CN(CCN1C(=O)CCBr)C(=O)CCBr. Drug 2: C(CCl)NC(=O)N(CCCl)N=O. Cell line: SF-295. Synergy scores: CSS=27.2, Synergy_ZIP=5.45, Synergy_Bliss=6.12, Synergy_Loewe=-0.740, Synergy_HSA=3.62. (5) Drug 1: CNC(=O)C1=CC=CC=C1SC2=CC3=C(C=C2)C(=NN3)C=CC4=CC=CC=N4. Drug 2: CCC1=C2CN3C(=CC4=C(C3=O)COC(=O)C4(CC)O)C2=NC5=C1C=C(C=C5)O. Cell line: SNB-75. Synergy scores: CSS=33.1, Synergy_ZIP=-0.920, Synergy_Bliss=-0.493, Synergy_Loewe=-0.138, Synergy_HSA=0.111. (6) Drug 1: CC1C(C(CC(O1)OC2CC(CC3=C2C(=C4C(=C3O)C(=O)C5=C(C4=O)C(=CC=C5)OC)O)(C(=O)C)O)N)O.Cl. Drug 2: C1C(C(OC1N2C=C(C(=O)NC2=O)F)CO)O. Cell line: OVCAR-5. Synergy scores: CSS=23.9, Synergy_ZIP=-10.0, Synergy_Bliss=-11.8, Synergy_Loewe=-8.79, Synergy_HSA=-8.47.